The task is: Predict the reaction yield, written as a fraction of the theoretical maximum amount of product (1.0 means a 100% yield; for example, 0.34 means a 34% yield).. This data is from Reaction yield outcomes from USPTO patents with 853,638 reactions. (1) The reactants are [CH3:1][O:2][C:3](=[O:25])[C@H:4]([CH2:20][CH2:21][CH2:22][CH2:23][NH2:24])[N:5]([CH2:16][CH:17]([CH3:19])[CH3:18])[S:6]([C:9]1[CH:14]=[CH:13][C:12]([CH3:15])=[CH:11][CH:10]=1)(=[O:8])=[O:7].[CH2:26]1[CH2:30]O[CH2:28][CH2:27]1.[C:31]([O-:34])([O-])=O.[K+].[K+]. The catalyst is Cl. The product is [CH3:28][C:27]1[CH:11]=[CH:10][C:9]([S:6]([NH:5][C@H:30]([C:31]([NH:24][CH2:23][CH2:22][CH2:21][CH2:20][C@H:4]([N:5]([S:6]([C:9]2[CH:14]=[CH:13][C:12]([CH3:15])=[CH:11][CH:10]=2)(=[O:8])=[O:7])[CH2:16][CH:17]([CH3:18])[CH3:19])[C:3]([O:2][CH3:1])=[O:25])=[O:34])[CH2:26][C:27]2[CH:21]=[CH:20][CH:4]=[CH:3][CH:28]=2)(=[O:7])=[O:8])=[CH:30][CH:26]=1. The yield is 0.770. (2) The yield is 0.870. The reactants are Cl[CH2:2][C:3]1[CH:8]=[CH:7][CH:6]=[CH:5][C:4]=1[CH2:9][C:10]([OH:12])=[O:11].[NH:13]1[CH2:18][CH2:17][O:16][CH2:15][CH2:14]1. The product is [O:16]1[CH2:17][CH2:18][N:13]([CH2:2][C:3]2[CH:8]=[CH:7][CH:6]=[CH:5][C:4]=2[CH2:9][C:10]([OH:12])=[O:11])[CH2:14][CH2:15]1. The catalyst is C1COCC1.C(OCC)(=O)C. (3) The reactants are [C:1]([C:4]1[C:5]([O:18][CH2:19][CH3:20])=[C:6]([CH:12]2[CH2:16][NH:15][C:14](=[O:17])[CH2:13]2)[C:7](F)=[C:8]([Cl:10])[CH:9]=1)(=[O:3])[CH3:2].[C-:21]#[N:22].[Na+].O. The catalyst is CS(C)=O. The product is [C:1]([C:4]1[CH:9]=[C:8]([Cl:10])[C:7]([C:21]#[N:22])=[C:6]([CH:12]2[CH2:13][C:14](=[O:17])[NH:15][CH2:16]2)[C:5]=1[O:18][CH2:19][CH3:20])(=[O:3])[CH3:2]. The yield is 0.710. (4) The yield is 0.990. The reactants are [OH:1][C:2]12[C:13]3[C:8](=[C:9]([N+:14]([O-])=O)[CH:10]=[CH:11][CH:12]=3)[C:7](=[O:17])[C:6]1([NH:18][C:19]([C:21]1[C:30]3[C:25](=[CH:26][CH:27]=[CH:28][CH:29]=3)[N:24]=[N:23][CH:22]=1)=[O:20])[C:5]1[CH:31]=[CH:32][C:33]([CH:35]([CH3:37])[CH3:36])=[CH:34][C:4]=1[O:3]2.C(O)C. The product is [NH2:14][C:9]1[CH:10]=[CH:11][CH:12]=[C:13]2[C:8]=1[C:7](=[O:17])[C:6]1([NH:18][C:19]([C:21]3[C:30]4[C:25](=[CH:26][CH:27]=[CH:28][CH:29]=4)[N:24]=[N:23][CH:22]=3)=[O:20])[C:5]3[CH:31]=[CH:32][C:33]([CH:35]([CH3:36])[CH3:37])=[CH:34][C:4]=3[O:3][C:2]12[OH:1]. The catalyst is Cl.[Fe].O. (5) The reactants are [OH:1][N:2]=[C:3]([C:5]1[CH:10]=[CH:9][C:8]([CH2:11][O:12][CH:13]2[CH2:18][CH2:17][CH2:16][CH2:15][O:14]2)=[CH:7][CH:6]=1)[NH2:4].CCN(C(C)C)C(C)C.[Br:28][CH2:29][CH2:30][CH2:31][C:32](Cl)=O. The catalyst is C(Cl)Cl. The product is [Br:28][CH2:29][CH2:30][CH2:31][C:32]1[O:1][N:2]=[C:3]([C:5]2[CH:6]=[CH:7][C:8]([CH2:11][O:12][CH:13]3[CH2:18][CH2:17][CH2:16][CH2:15][O:14]3)=[CH:9][CH:10]=2)[N:4]=1. The yield is 0.530. (6) The reactants are [Cl:1][C:2]1[CH:3]=[C:4]([CH:7]=[CH:8][CH:9]=1)[C:5]#[N:6].Cl.[NH2:11][OH:12].[OH-].[Na+]. The catalyst is C(O)C.O. The product is [Cl:1][C:2]1[CH:3]=[C:4]([C:5](=[N:11][OH:12])[NH2:6])[CH:7]=[CH:8][CH:9]=1. The yield is 0.930.